Task: Binary Classification. Given a drug SMILES string, predict its activity (active/inactive) in a high-throughput screening assay against a specified biological target.. Dataset: KCNQ2 potassium channel screen with 302,405 compounds (1) The molecule is Brc1sc(C=2N=c3n([nH]cn3)C(c3c(OC)c(OC)ccc3)C2)cc1. The result is 0 (inactive). (2) The compound is Brc1c(NC(=O)CC2CCCC2)ccc(c1)C. The result is 1 (active). (3) The drug is Brc1c(c2oc(SCC(=O)Nc3scnn3)nn2)cccc1. The result is 0 (inactive).